This data is from Forward reaction prediction with 1.9M reactions from USPTO patents (1976-2016). The task is: Predict the product of the given reaction. (1) Given the reactants C([O:3][C:4](=[O:30])[CH2:5][NH:6][C:7]([C:9]1[N:14]=[C:13]([OH:15])[C:12]([C:16](=[O:29])[NH:17][CH2:18][C:19]2[C:28]3[C:23](=[CH:24][CH:25]=[CH:26][CH:27]=3)[CH:22]=[CH:21][CH:20]=2)=[CH:11][N:10]=1)=[O:8])C, predict the reaction product. The product is: [OH:15][C:13]1[C:12]([C:16](=[O:29])[NH:17][CH2:18][C:19]2[C:28]3[C:23](=[CH:24][CH:25]=[CH:26][CH:27]=3)[CH:22]=[CH:21][CH:20]=2)=[CH:11][N:10]=[C:9]([C:7]([NH:6][CH2:5][C:4]([OH:30])=[O:3])=[O:8])[N:14]=1. (2) Given the reactants C1(C)C=CC(C([C@](C(O)=O)(O)[C@](C(C2C=CC(C)=CC=2)=O)(O)C(O)=O)=O)=CC=1.[CH2:29]([N:32]1[C:36]([CH2:37][S:38]([C:40]2[CH:46]=[CH:45][C:43]([NH2:44])=[CH:42][CH:41]=2)=[O:39])=[CH:35][N:34]=[CH:33]1)[CH2:30][CH3:31], predict the reaction product. The product is: [CH2:29]([N:32]1[C:36]([CH2:37][S:38]([C:40]2[CH:41]=[CH:42][C:43]([NH2:44])=[CH:45][CH:46]=2)=[O:39])=[CH:35][N:34]=[CH:33]1)[CH2:30][CH3:31]. (3) Given the reactants C(N(CC)CC)C.[Cl:8][C:9]1[CH:14]=[C:13]([SH:15])[CH:12]=[CH:11][C:10]=1[OH:16].Br[CH2:18][C:19]1[CH:26]=[CH:25][C:22]([CH:23]=[O:24])=[CH:21][CH:20]=1.O, predict the reaction product. The product is: [Cl:8][C:9]1[CH:14]=[C:13]([S:15][CH2:18][C:19]2[CH:26]=[CH:25][C:22]([CH:23]=[O:24])=[CH:21][CH:20]=2)[CH:12]=[CH:11][C:10]=1[OH:16].